Dataset: CYP1A2 inhibition data for predicting drug metabolism from PubChem BioAssay. Task: Regression/Classification. Given a drug SMILES string, predict its absorption, distribution, metabolism, or excretion properties. Task type varies by dataset: regression for continuous measurements (e.g., permeability, clearance, half-life) or binary classification for categorical outcomes (e.g., BBB penetration, CYP inhibition). Dataset: cyp1a2_veith. The compound is O=C(c1cccc(F)c1)N1CCC2(CCN(Cc3ccccc3)CC2)CC1. The result is 0 (non-inhibitor).